This data is from Full USPTO retrosynthesis dataset with 1.9M reactions from patents (1976-2016). The task is: Predict the reactants needed to synthesize the given product. (1) Given the product [NH2:32][C:31](=[S:30])[NH:35][C:23]([C:6]1[N:7]([CH2:12][C:13]2[CH:18]=[CH:17][C:16]([C:19]([O:21][CH3:22])=[O:20])=[CH:15][CH:14]=2)[C:8]2[C:4]([CH:5]=1)=[CH:3][C:2]([CH3:1])=[CH:10][C:9]=2[CH3:11])=[O:25], predict the reactants needed to synthesize it. The reactants are: [CH3:1][C:2]1[CH:3]=[C:4]2[C:8](=[C:9]([CH3:11])[CH:10]=1)[N:7]([CH2:12][C:13]1[CH:18]=[CH:17][C:16]([C:19]([O:21][CH3:22])=[O:20])=[CH:15][CH:14]=1)[C:6]([C:23]([OH:25])=O)=[CH:5]2.S(Cl)(Cl)=O.[S-:30][C:31]#[N:32].[K+].[OH-].[NH4+:35]. (2) Given the product [O:14]=[S:10]1(=[O:15])[CH2:11][CH2:12][CH2:13][N:9]1[CH2:8][C:5]1[CH:6]=[CH:7][C:2]([N:20]2[C:21]3[CH2:22][CH2:23][CH2:24][CH2:25][C:26]=3[C:18]([C:17]([F:16])([F:28])[F:27])=[N:19]2)=[CH:3][CH:4]=1, predict the reactants needed to synthesize it. The reactants are: Br[C:2]1[CH:7]=[CH:6][C:5]([CH2:8][N:9]2[CH2:13][CH2:12][CH2:11][S:10]2(=[O:15])=[O:14])=[CH:4][CH:3]=1.[F:16][C:17]([F:28])([F:27])[C:18]1[C:26]2[CH2:25][CH2:24][CH2:23][CH2:22][C:21]=2[NH:20][N:19]=1.CN(C)CC(O)=O.C(=O)([O-])[O-].[K+].[K+]. (3) Given the product [CH2:23]([O:22][C:17]1[C:18]([O:20][CH3:21])=[CH:19][C:14]([CH:4]([NH:5][C:6]2[CH:7]=[CH:8][C:9]([C:12]#[N:13])=[CH:10][CH:11]=2)[CH2:3][OH:2])=[C:15]([N+:30]([O-:32])=[O:31])[CH:16]=1)[C:24]1[CH:25]=[CH:26][CH:27]=[CH:28][CH:29]=1, predict the reactants needed to synthesize it. The reactants are: C[O:2][C:3](=O)[CH:4]([C:14]1[CH:19]=[C:18]([O:20][CH3:21])[C:17]([O:22][CH2:23][C:24]2[CH:29]=[CH:28][CH:27]=[CH:26][CH:25]=2)=[CH:16][C:15]=1[N+:30]([O-:32])=[O:31])[NH:5][C:6]1[CH:11]=[CH:10][C:9]([C:12]#[N:13])=[CH:8][CH:7]=1.[BH4-].[Li+].